Dataset: Forward reaction prediction with 1.9M reactions from USPTO patents (1976-2016). Task: Predict the product of the given reaction. (1) Given the reactants BrC1C=C(C(Cl)=O)C=CC=1.[CH3:11][O:12][C:13]1[CH:14]=[C:15]2[C:20](=[CH:21][C:22]=1[O:23][CH3:24])[N:19]=[CH:18][CH:17]=[C:16]2[O:25][C:26]1[CH:32]=[CH:31][C:29]([NH2:30])=[C:28]([F:33])[CH:27]=1.[Br:34][C:35]1[CH:36]=[C:37]([C:41]([N:43]=[C:44]=[S:45])=[O:42])[CH:38]=[CH:39][CH:40]=1, predict the reaction product. The product is: [Br:34][C:35]1[CH:36]=[C:37]([C:41]([N:43]=[C:44]=[S:45])=[O:42])[CH:38]=[CH:39][CH:40]=1.[Br:34][C:35]1[CH:36]=[C:37]([CH:38]=[CH:39][CH:40]=1)[C:41]([NH:43][C:44]([NH:30][C:29]1[CH:31]=[CH:32][C:26]([O:25][C:16]2[C:15]3[C:20](=[CH:21][C:22]([O:23][CH3:24])=[C:13]([O:12][CH3:11])[CH:14]=3)[N:19]=[CH:18][CH:17]=2)=[CH:27][C:28]=1[F:33])=[S:45])=[O:42]. (2) Given the reactants [CH3:1][N:2]1[C:6]([C:7]2[CH:8]=[C:9]([NH2:22])[CH:10]=[CH:11][C:12]=2[O:13][CH2:14][CH2:15][N:16]2[CH2:21][CH2:20][CH2:19][CH2:18][CH2:17]2)=[CH:5][CH:4]=[N:3]1.[F:23][C:24]1[CH:29]=[CH:28][CH:27]=[CH:26][C:25]=1[N:30]=[C:31]=[O:32], predict the reaction product. The product is: [F:23][C:24]1[CH:29]=[CH:28][CH:27]=[CH:26][C:25]=1[NH:30][C:31]([NH:22][C:9]1[CH:10]=[CH:11][C:12]([O:13][CH2:14][CH2:15][N:16]2[CH2:21][CH2:20][CH2:19][CH2:18][CH2:17]2)=[C:7]([C:6]2[N:2]([CH3:1])[N:3]=[CH:4][CH:5]=2)[CH:8]=1)=[O:32].